This data is from Full USPTO retrosynthesis dataset with 1.9M reactions from patents (1976-2016). The task is: Predict the reactants needed to synthesize the given product. (1) Given the product [CH2:1]([O:3][C:4](=[O:14])[CH2:5][CH:6]1[C:7]2[N:25]([CH2:24][C:23]3[CH:26]=[CH:27][C:28]([Cl:29])=[C:21]([Cl:20])[CH:22]=3)[C:30]([CH:31]([CH3:33])[CH3:32])=[N:19][C:8]=2[CH2:9][CH2:10][CH2:11]1)[CH3:2], predict the reactants needed to synthesize it. The reactants are: [CH2:1]([O:3][C:4](=[O:14])[CH2:5][C:6]1[CH2:11][CH2:10][CH2:9][C:8](=O)[C:7]=1O)[CH3:2].C([O-])(=O)C.[NH4+:19].[Cl:20][C:21]1[CH:22]=[C:23]([CH:26]=[CH:27][C:28]=1[Cl:29])[CH2:24][NH2:25].[CH:30](=O)[CH:31]([CH3:33])[CH3:32]. (2) The reactants are: [F:1][C:2]1[CH:10]=[CH:9][C:5]([C:6]([OH:8])=[O:7])=[CH:4][C:3]=1[CH3:11].[Br:12]N1C(=O)CCC1=O.C(OOC(=O)C1C=CC=CC=1)(=O)C1C=CC=CC=1. Given the product [Br:12][CH2:11][C:3]1[CH:4]=[C:5]([CH:9]=[CH:10][C:2]=1[F:1])[C:6]([OH:8])=[O:7], predict the reactants needed to synthesize it.